From a dataset of Peptide-MHC class I binding affinity with 185,985 pairs from IEDB/IMGT. Regression. Given a peptide amino acid sequence and an MHC pseudo amino acid sequence, predict their binding affinity value. This is MHC class I binding data. (1) The binding affinity (normalized) is 0.729. The peptide sequence is SLFLPAILGV. The MHC is HLA-A02:06 with pseudo-sequence HLA-A02:06. (2) The peptide sequence is VPAAIMMIL. The MHC is HLA-B51:01 with pseudo-sequence HLA-B51:01. The binding affinity (normalized) is 0. (3) The peptide sequence is RLANLLPLI. The MHC is HLA-E01:01 with pseudo-sequence HLA-E01:03. The binding affinity (normalized) is 0.0847. (4) The peptide sequence is QVPLRPMTSK. The MHC is HLA-A26:01 with pseudo-sequence HLA-A26:01. The binding affinity (normalized) is 0.161. (5) The peptide sequence is IYDFYYLDY. The MHC is HLA-B18:01 with pseudo-sequence HLA-B18:01. The binding affinity (normalized) is 0.0847. (6) The peptide sequence is LLQEMVEYV. The MHC is HLA-A68:02 with pseudo-sequence HLA-A68:02. The binding affinity (normalized) is 0.304. (7) The binding affinity (normalized) is 0.785. The peptide sequence is FRSELNMFF. The MHC is Mamu-B17 with pseudo-sequence Mamu-B17. (8) The peptide sequence is FSFPQITLW. The MHC is HLA-A68:02 with pseudo-sequence HLA-A68:02. The binding affinity (normalized) is 0.111. (9) The peptide sequence is LLLYQTFGRK. The binding affinity (normalized) is 0. The MHC is Patr-A0101 with pseudo-sequence Patr-A0101. (10) The peptide sequence is AVRQKSRWI. The MHC is HLA-A69:01 with pseudo-sequence HLA-A69:01. The binding affinity (normalized) is 0.0847.